From a dataset of Reaction yield outcomes from USPTO patents with 853,638 reactions. Predict the reaction yield, written as a fraction of the theoretical maximum amount of product (1.0 means a 100% yield; for example, 0.34 means a 34% yield). (1) The reactants are [CH3:1][C:2]1([CH3:17])[CH2:8][CH2:7][C:6](=[O:9])[NH:5][C:4]2[CH:10]=[CH:11][C:12]([N+:14]([O-:16])=[O:15])=[CH:13][C:3]1=2.C(=O)([O-])[O-].[Cs+].[Cs+].I[CH2:25][CH3:26]. The catalyst is CN(C=O)C. The product is [CH2:25]([N:5]1[C:6](=[O:9])[CH2:7][CH2:8][C:2]([CH3:17])([CH3:1])[C:3]2[CH:13]=[C:12]([N+:14]([O-:16])=[O:15])[CH:11]=[CH:10][C:4]1=2)[CH3:26]. The yield is 0.950. (2) The reactants are [CH2:1]([S:4][C@:5]1([C:28]2[CH:33]=[CH:32][C:31]([C:34]3[CH:39]=[CH:38][CH:37]=[CH:36][CH:35]=3)=[CH:30][CH:29]=2)[CH2:9][N:8]([C:10](=[O:24])[C@@H:11]([NH:16][C:17]([O:19][C:20]([CH3:23])([CH3:22])[CH3:21])=[O:18])[C:12]([CH3:15])([CH3:14])[CH3:13])[C@H:7]([C:25]([OH:27])=O)[CH2:6]1)[CH:2]=[CH2:3].[NH2:40][C@:41]1([C:47]([NH:49][S:50]([C:53]2([CH2:56][CH2:57][CH2:58][CH2:59][CH2:60][CH:61]=[CH2:62])[CH2:55][CH2:54]2)(=[O:52])=[O:51])=[O:48])[CH2:43][C@H:42]1[CH:44]([F:46])[F:45].CN(C(ON1N=NC2C=CC=NC1=2)=[N+](C)C)C.F[P-](F)(F)(F)(F)F.C(N(CC)C(C)C)(C)C. The catalyst is C(Cl)Cl. The product is [CH2:1]([S:4][C@:5]1([C:28]2[CH:29]=[CH:30][C:31]([C:34]3[CH:39]=[CH:38][CH:37]=[CH:36][CH:35]=3)=[CH:32][CH:33]=2)[CH2:9][N:8]([C:10](=[O:24])[C@@H:11]([NH:16][C:17](=[O:18])[O:19][C:20]([CH3:22])([CH3:21])[CH3:23])[C:12]([CH3:15])([CH3:14])[CH3:13])[C@H:7]([C:25](=[O:27])[NH:40][C@:41]2([C:47](=[O:48])[NH:49][S:50]([C:53]3([CH2:56][CH2:57][CH2:58][CH2:59][CH2:60][CH:61]=[CH2:62])[CH2:54][CH2:55]3)(=[O:52])=[O:51])[CH2:43][C@H:42]2[CH:44]([F:46])[F:45])[CH2:6]1)[CH:2]=[CH2:3]. The yield is 0.730. (3) The reactants are Br[C:2]1[CH:3]=[C:4]([F:9])[CH:5]=[C:6]([Br:8])[CH:7]=1.C([Li])CCC.CN([CH:18]=[O:19])C. The catalyst is C(OCC)C. The product is [F:9][C:4]1[CH:3]=[C:2]([CH:7]=[C:6]([Br:8])[CH:5]=1)[CH:18]=[O:19]. The yield is 1.00. (4) The reactants are [CH:1]1([C:4]2[C:5]([O:15][C@@H:16]3[CH2:21][CH2:20][CH2:19][N:18]([CH:22]([C:26]4[CH:31]=[C:30]([Cl:32])[CH:29]=[C:28]([Cl:33])[CH:27]=4)[CH2:23][O:24][CH3:25])[CH2:17]3)=[CH:6][C:7]([F:14])=[C:8]([CH:13]=2)[C:9]([O:11]C)=[O:10])[CH2:3][CH2:2]1.[OH-].[Li+]. The catalyst is CS(C)=O. The product is [ClH:32].[CH:1]1([C:4]2[C:5]([O:15][C@@H:16]3[CH2:21][CH2:20][CH2:19][N:18]([C@H:22]([C:26]4[CH:31]=[C:30]([Cl:32])[CH:29]=[C:28]([Cl:33])[CH:27]=4)[CH2:23][O:24][CH3:25])[CH2:17]3)=[CH:6][C:7]([F:14])=[C:8]([CH:13]=2)[C:9]([OH:11])=[O:10])[CH2:3][CH2:2]1. The yield is 0.760. (5) The reactants are [ClH:1].C([S:5][CH:6]1[CH2:11][CH2:10][N:9]([CH:12]([C:18]2[CH:23]=[CH:22][CH:21]=[CH:20][C:19]=2[F:24])[C:13]([CH:15]2[CH2:17][CH2:16]2)=[O:14])[CH2:8]/[C:7]/1=[CH:25]\[C:26]1[N:30]([CH2:31][CH2:32][CH2:33][C:34]([O:36][CH2:37][CH3:38])=[O:35])[N:29]=[N:28][N:27]=1)(=O)C. The catalyst is C(O)C. The product is [ClH:1].[CH:15]1([C:13](=[O:14])[CH:12]([N:9]2[CH2:10][CH2:11][CH:6]([SH:5])/[C:7](=[CH:25]/[C:26]3[N:30]([CH2:31][CH2:32][CH2:33][C:34]([O:36][CH2:37][CH3:38])=[O:35])[N:29]=[N:28][N:27]=3)/[CH2:8]2)[C:18]2[CH:23]=[CH:22][CH:21]=[CH:20][C:19]=2[F:24])[CH2:16][CH2:17]1. The yield is 0.990. (6) The reactants are [C:1]1([C:7]2[CH:8]=[C:9]3[C:14](=[CH:15][CH:16]=2)[CH2:13][CH:12]([C:17]([C:19]2[O:20][C:21]([C:24]4[N:29]=[C:28]([C:30]([O:32]C)=[O:31])[CH:27]=[CH:26][CH:25]=4)=[CH:22][N:23]=2)=[O:18])[CH2:11][CH2:10]3)[CH:6]=[CH:5][CH:4]=[CH:3][CH:2]=1. The catalyst is CC(O)=O.CCOC(C)=O. The product is [C:1]1([C:7]2[CH:8]=[C:9]3[C:14](=[CH:15][CH:16]=2)[CH2:13][CH:12]([C:17]([C:19]2[O:20][C:21]([C:24]4[N:29]=[C:28]([C:30]([OH:32])=[O:31])[CH:27]=[CH:26][CH:25]=4)=[CH:22][N:23]=2)=[O:18])[CH2:11][CH2:10]3)[CH:6]=[CH:5][CH:4]=[CH:3][CH:2]=1. The yield is 0.900.